From a dataset of Forward reaction prediction with 1.9M reactions from USPTO patents (1976-2016). Predict the product of the given reaction. (1) The product is: [CH3:27][C:28]1[C:32]([C:2]2[CH:3]=[CH:4][C:5]3[N:6]([C:8]([C:11]([NH:13][C:14]4[CH:19]=[C:18]([C:20]5[N:24]=[C:23]([CH3:25])[O:22][N:21]=5)[CH:17]=[CH:16][C:15]=4[CH3:26])=[O:12])=[CH:9][N:10]=3)[CH:7]=2)=[CH:31][NH:30][N:29]=1. Given the reactants Br[C:2]1[CH:3]=[CH:4][C:5]2[N:6]([C:8]([C:11]([NH:13][C:14]3[CH:19]=[C:18]([C:20]4[N:24]=[C:23]([CH3:25])[O:22][N:21]=4)[CH:17]=[CH:16][C:15]=3[CH3:26])=[O:12])=[CH:9][N:10]=2)[CH:7]=1.[CH3:27][C:28]1[C:32](B2OC(C)(C)C(C)(C)O2)=[CH:31][NH:30][N:29]=1.C(=O)([O-])[O-].[Na+].[Na+], predict the reaction product. (2) Given the reactants [N:1]1[CH:6]=[CH:5][CH:4]=[C:3]([S:7]([N:10]2[CH:14]=[CH:13][C:12](/[CH:15]=[CH:16]/[C:17]([NH:19][O:20]C3CCCCO3)=[O:18])=[CH:11]2)(=[O:9])=[O:8])[CH:2]=1.Cl, predict the reaction product. The product is: [OH:20][NH:19][C:17](=[O:18])/[CH:16]=[CH:15]/[C:12]1[CH:13]=[CH:14][N:10]([S:7]([C:3]2[CH:2]=[N:1][CH:6]=[CH:5][CH:4]=2)(=[O:9])=[O:8])[CH:11]=1. (3) Given the reactants [Cl:1][C:2]1[CH:10]=[C:9]([Cl:11])[C:8]([O:12][CH3:13])=[C:7]2[C:3]=1[CH2:4][CH2:5][CH:6]2[NH:14][C:15]1[CH:24]=[CH:23][C:22]2[C:17](=[CH:18][CH:19]=[C:20]([N+:25]([O-])=O)[CH:21]=2)[N:16]=1.[Cl-].[NH4+], predict the reaction product. The product is: [Cl:1][C:2]1[CH:10]=[C:9]([Cl:11])[C:8]([O:12][CH3:13])=[C:7]2[C:3]=1[CH2:4][CH2:5][CH:6]2[NH:14][C:15]1[CH:24]=[CH:23][C:22]2[C:17](=[CH:18][CH:19]=[C:20]([NH2:25])[CH:21]=2)[N:16]=1. (4) Given the reactants [CH:1]1([CH:4]([C:11]2[CH:16]=[CH:15][N:14]=[C:13]([O:17][CH2:18][CH:19]3[CH2:24][CH2:23][N:22]([C:25]4[C:30]([C:31]([OH:33])=O)=[CH:29][N:28]=[C:27]([O:34][CH3:35])[CH:26]=4)[CH2:21][CH2:20]3)[CH:12]=2)[CH2:5][C:6]([O:8][CH2:9][CH3:10])=[O:7])[CH2:3][CH2:2]1.ClC(N(C)C)=C(C)C.[CH3:44][C:45]([CH3:57])([CH3:56])[CH2:46][NH:47][C:48]1[CH:53]=[C:52]([CH3:54])[N:51]=[C:50]([CH3:55])[N:49]=1.C(N(CC)CC)C, predict the reaction product. The product is: [CH:1]1([CH:4]([C:11]2[CH:16]=[CH:15][N:14]=[C:13]([O:17][CH2:18][CH:19]3[CH2:24][CH2:23][N:22]([C:25]4[C:30]([C:31](=[O:33])[N:47]([CH2:46][C:45]([CH3:57])([CH3:56])[CH3:44])[C:48]5[CH:53]=[C:52]([CH3:54])[N:51]=[C:50]([CH3:55])[N:49]=5)=[CH:29][N:28]=[C:27]([O:34][CH3:35])[CH:26]=4)[CH2:21][CH2:20]3)[CH:12]=2)[CH2:5][C:6]([O:8][CH2:9][CH3:10])=[O:7])[CH2:3][CH2:2]1.